From a dataset of Full USPTO retrosynthesis dataset with 1.9M reactions from patents (1976-2016). Predict the reactants needed to synthesize the given product. (1) Given the product [CH3:1][O:2][C:3]([C:4]1[CH:9]=[C:8]([F:10])[C:7]2[N:6]([CH:13]=[N:12][CH:11]=2)[C:5]=1[NH:15][C:16]1[CH:21]=[CH:20][C:19]([I:22])=[CH:18][C:17]=1[F:23])=[O:24], predict the reactants needed to synthesize it. The reactants are: [CH3:1][O:2][C:3](=[O:24])[C:4]1[CH:9]=[C:8]([F:10])[C:7]([CH2:11][NH:12][CH:13]=O)=[N:6][C:5]=1[NH:15][C:16]1[CH:21]=[CH:20][C:19]([I:22])=[CH:18][C:17]=1[F:23].P(Cl)(Cl)(Cl)=O. (2) Given the product [CH3:1][N:2]([CH:4]([C:13]1[CH:18]=[CH:17][CH:16]=[C:15]([F:19])[CH:14]=1)[CH:5]1[CH2:10][CH2:9][CH:8]([CH:11]=[N:21][OH:22])[CH2:7][CH2:6]1)[CH3:3], predict the reactants needed to synthesize it. The reactants are: [CH3:1][N:2]([CH:4]([C:13]1[CH:18]=[CH:17][CH:16]=[C:15]([F:19])[CH:14]=1)[CH:5]1[CH2:10][CH2:9][CH:8]([CH:11]=O)[CH2:7][CH2:6]1)[CH3:3].Cl.[NH2:21][OH:22].